Dataset: Full USPTO retrosynthesis dataset with 1.9M reactions from patents (1976-2016). Task: Predict the reactants needed to synthesize the given product. (1) Given the product [CH2:1]([O:3][C:4](=[O:34])[CH2:5][CH2:6][C:7]1[CH:12]=[CH:11][C:10]([O:13][C:14]2[CH:15]=[C:16]([O:21][C:22]3[CH:27]=[CH:26][C:25]([C:28]([F:31])([F:30])[F:29])=[CH:24][C:23]=3[O:41][C:35]3[CH:40]=[CH:39][CH:38]=[CH:37][CH:36]=3)[CH:17]=[C:18]([CH3:20])[CH:19]=2)=[CH:9][C:8]=1[CH3:33])[CH3:2], predict the reactants needed to synthesize it. The reactants are: [CH2:1]([O:3][C:4](=[O:34])[CH2:5][CH2:6][C:7]1[CH:12]=[CH:11][C:10]([O:13][C:14]2[CH:19]=[C:18]([CH3:20])[CH:17]=[C:16]([O:21][C:22]3[CH:27]=[CH:26][C:25]([C:28]([F:31])([F:30])[F:29])=[CH:24][C:23]=3Br)[CH:15]=2)=[CH:9][C:8]=1[CH3:33])[CH3:2].[C:35]1([OH:41])[CH:40]=[CH:39][CH:38]=[CH:37][CH:36]=1.C(=O)([O-])[O-].[Cs+].[Cs+].CC(C)(C(=O)CC(=O)C(C)(C)C)C. (2) Given the product [NH2:2][C:3]1[N:7]=[C:6]2[N:5]([C:8]([O:18][CH3:15])=[N:9][CH:10]=[C:11]2[Cl:12])[N:4]=1, predict the reactants needed to synthesize it. The reactants are: Br.[NH2:2][C:3]1[N:7]2[C:8](SC)=[N:9][CH:10]=[C:11]([Cl:12])[C:6]2=[N:5][N:4]=1.[C:15](OCC)(=[O:18])C=C.C[O-].[Na+].C(O)(=O)C. (3) The reactants are: P(Cl)(Cl)([Cl:3])=O.[CH3:6][C:7]1[C:11]2=[N:12][CH:13]=[CH:14][C:15](O)=[C:10]2[S:9][CH:8]=1. Given the product [Cl:3][C:15]1[CH:14]=[CH:13][N:12]=[C:11]2[C:7]([CH3:6])=[CH:8][S:9][C:10]=12, predict the reactants needed to synthesize it. (4) Given the product [O:3]=[C:4]1[C:13]2[C:8](=[CH:9][C:10]([C:14]3[CH:19]=[N:18][C:17]([NH:20][C:21]4[CH:22]=[N:23][C:24]([C:27]([F:28])([F:29])[F:30])=[CH:25][CH:26]=4)=[CH:16][N:15]=3)=[CH:11][CH:12]=2)[CH2:7][CH2:6][C:5]1([CH2:36][C:37]([OH:39])=[O:38])[CH2:31][C:32]([F:34])([F:35])[F:33], predict the reactants needed to synthesize it. The reactants are: [OH-].[Li+].[O:3]=[C:4]1[C:13]2[C:8](=[CH:9][C:10]([C:14]3[CH:19]=[N:18][C:17]([NH:20][C:21]4[CH:22]=[N:23][C:24]([C:27]([F:30])([F:29])[F:28])=[CH:25][CH:26]=4)=[CH:16][N:15]=3)=[CH:11][CH:12]=2)[CH2:7][CH2:6][C:5]1([CH2:36][C:37]([O:39]CC)=[O:38])[CH2:31][C:32]([F:35])([F:34])[F:33]. (5) Given the product [C:12]([C:8]1[CH:9]([CH3:10])[NH:24][C:22](=[S:23])[CH:21]([C:19]#[N:20])[C:7]=1[C:6]1[CH:5]=[CH:4][C:3]([O:2][CH3:1])=[C:16]([O:17][CH3:18])[CH:15]=1)(=[O:14])[CH3:13], predict the reactants needed to synthesize it. The reactants are: [CH3:1][O:2][C:3]1[C:16]([O:17][CH3:18])=[CH:15][C:6]([CH:7]=[C:8]([C:12](=[O:14])[CH3:13])[C:9](=O)[CH3:10])=[CH:5][CH:4]=1.[C:19]([CH2:21][C:22]([NH2:24])=[S:23])#[N:20].C(N(CC)CC)C. (6) Given the product [OH:21][CH2:20][CH:9]1[CH:10]([C:14]2[CH:19]=[CH:18][CH:17]=[CH:16][CH:15]=2)[CH2:11][CH2:12][CH2:13][N:8]1[C:6]([O:5][C:1]([CH3:4])([CH3:3])[CH3:2])=[O:7], predict the reactants needed to synthesize it. The reactants are: [C:1]([O:5][C:6]([N:8]1[CH2:13][CH2:12][CH2:11][CH:10]([C:14]2[CH:19]=[CH:18][CH:17]=[CH:16][CH:15]=2)[CH:9]1[C:20](O)=[O:21])=[O:7])([CH3:4])([CH3:3])[CH3:2].